Dataset: Full USPTO retrosynthesis dataset with 1.9M reactions from patents (1976-2016). Task: Predict the reactants needed to synthesize the given product. Given the product [CH3:11][S:12]([O:6][CH2:5][C:4]1[CH:7]=[CH:8][C:9]([F:10])=[C:2]([Br:1])[CH:3]=1)(=[O:14])=[O:13], predict the reactants needed to synthesize it. The reactants are: [Br:1][C:2]1[CH:3]=[C:4]([CH:7]=[CH:8][C:9]=1[F:10])[CH2:5][OH:6].[CH3:11][S:12](Cl)(=[O:14])=[O:13].C(N(CC)CC)C.